From a dataset of Forward reaction prediction with 1.9M reactions from USPTO patents (1976-2016). Predict the product of the given reaction. Given the reactants C[O:2][C:3](=[O:35])/[C:4](/[NH:14][C:15](=[O:34])[C:16]1[CH:21]=[CH:20][C:19]([C:22]([NH:24][CH2:25][C:26]2[CH:31]=[CH:30][CH:29]=[C:28]([OH:32])[CH:27]=2)=[O:23])=[CH:18][C:17]=1[Cl:33])=[CH:5]/[C:6]1[S:10][CH:9]=[N:8][C:7]=1[CH:11]([CH3:13])[CH3:12].O.[OH-].[Li+], predict the reaction product. The product is: [Cl:33][C:17]1[CH:18]=[C:19]([C:22]([NH:24][CH2:25][C:26]2[CH:31]=[CH:30][CH:29]=[C:28]([OH:32])[CH:27]=2)=[O:23])[CH:20]=[CH:21][C:16]=1[C:15]([NH:14]/[C:4](=[CH:5]\[C:6]1[S:10][CH:9]=[N:8][C:7]=1[CH:11]([CH3:13])[CH3:12])/[C:3]([OH:35])=[O:2])=[O:34].